From a dataset of Full USPTO retrosynthesis dataset with 1.9M reactions from patents (1976-2016). Predict the reactants needed to synthesize the given product. (1) Given the product [CH3:1][O:2][C:3]1[CH:4]=[C:5]([O:15][C:16]2[CH:17]=[N:18][C:19]([S:22]([CH3:25])(=[O:24])=[O:23])=[CH:20][CH:21]=2)[CH:6]=[C:7]2[C:11]=1[NH:10][C:9]([C:12]([NH2:29])=[O:14])=[CH:8]2, predict the reactants needed to synthesize it. The reactants are: [CH3:1][O:2][C:3]1[CH:4]=[C:5]([O:15][C:16]2[CH:17]=[N:18][C:19]([S:22]([CH3:25])(=[O:24])=[O:23])=[CH:20][CH:21]=2)[CH:6]=[C:7]2[C:11]=1[NH:10][C:9]([C:12]([OH:14])=O)=[CH:8]2.Cl.C([N:29]=C=NCCCN(C)C)C.ON1C2C=CC=CC=2N=N1.[OH-].[NH4+]. (2) Given the product [NH2:21][C:4]1[C:3]2[C:7](=[C:8]([C:23]3[C:24]([C@@H:35]([NH:45][C:46](=[O:52])[O:47][C:48]([CH3:51])([CH3:50])[CH3:49])[CH2:36][C:37]4[CH:42]=[C:41]([F:43])[CH:40]=[C:39]([F:44])[CH:38]=4)=[N:25][C:26]([C:29]#[C:30][C:31]([OH:34])([CH3:32])[CH3:33])=[CH:27][CH:28]=3)[CH:9]=[CH:10][C:2]=2[Cl:1])[N:6]([CH3:20])[N:5]=1, predict the reactants needed to synthesize it. The reactants are: [Cl:1][C:2]1[CH:10]=[CH:9][C:8](B2OC(C)(C)C(C)(C)O2)=[C:7]2[C:3]=1[C:4]([NH2:21])=[N:5][N:6]2[CH3:20].Br[C:23]1[C:24]([C@@H:35]([NH:45][C:46](=[O:52])[O:47][C:48]([CH3:51])([CH3:50])[CH3:49])[CH2:36][C:37]2[CH:42]=[C:41]([F:43])[CH:40]=[C:39]([F:44])[CH:38]=2)=[N:25][C:26]([C:29]#[C:30][C:31]([OH:34])([CH3:33])[CH3:32])=[CH:27][CH:28]=1.C(=O)(O)[O-].[Na+]. (3) The reactants are: [CH3:1][N:2]1[C:7]([C:8]([F:11])([F:10])[F:9])=[CH:6][C:5](=[O:12])[N:4]([C:13]2[CH:14]=[CH:15][C:16]3[S:20][N:19]=[C:18]([CH:21]=[O:22])[C:17]=3[CH:23]=2)[C:3]1=[O:24].[SH:25][CH2:26][CH2:27][CH2:28]O.[Bi](Cl)(Cl)Cl.C(#N)C. Given the product [CH3:1][N:2]1[C:7]([C:8]([F:9])([F:10])[F:11])=[CH:6][C:5](=[O:12])[N:4]([C:13]2[CH:14]=[CH:15][C:16]3[S:20][N:19]=[C:18]([CH:21]4[S:25][CH2:26][CH2:27][CH2:28][O:22]4)[C:17]=3[CH:23]=2)[C:3]1=[O:24], predict the reactants needed to synthesize it. (4) Given the product [C:1]([NH:24][CH2:25][CH2:26][CH2:27][CH2:28][CH2:29][CH2:30][NH:31][C:32]([CH2:34][S:35][C:36](=[O:38])[CH3:37])=[O:33])(=[O:8])[C:2]1[CH:7]=[CH:6][CH:5]=[CH:4][CH:3]=1, predict the reactants needed to synthesize it. The reactants are: [C:1](Cl)(=[O:8])[C:2]1[CH:7]=[CH:6][CH:5]=[CH:4][CH:3]=1.C(N(CC)CC)C.FC(F)(F)C(O)=O.[NH2:24][CH2:25][CH2:26][CH2:27][CH2:28][CH2:29][CH2:30][NH:31][C:32]([CH2:34][S:35][C:36](=[O:38])[CH3:37])=[O:33]. (5) Given the product [CH3:1][C:2]1([CH3:38])[CH2:10][C@H:9]([NH:11][C:12]2[C:17]([F:18])=[CH:16][N:15]=[C:14]([NH:19][C:20]3[C:21]([F:37])=[CH:22][C:23]([CH2:33][CH2:34][CH2:35][OH:36])=[C:24]([N:26]4[C:30](=[O:31])[N:29]([CH3:32])[N:28]=[N:27]4)[CH:25]=3)[N:13]=2)[CH2:8][C@H:7]2[N:3]1[CH2:4][CH2:5][CH2:6]2, predict the reactants needed to synthesize it. The reactants are: [CH3:1][C:2]1([CH3:38])[CH2:10][C@H:9]([NH:11][C:12]2[C:17]([F:18])=[CH:16][N:15]=[C:14]([NH:19][C:20]3[C:21]([F:37])=[CH:22][C:23]([C:33]#[C:34][CH2:35][OH:36])=[C:24]([N:26]4[C:30](=[O:31])[N:29]([CH3:32])[N:28]=[N:27]4)[CH:25]=3)[N:13]=2)[CH2:8][C@H:7]2[N:3]1[CH2:4][CH2:5][CH2:6]2.